This data is from Forward reaction prediction with 1.9M reactions from USPTO patents (1976-2016). The task is: Predict the product of the given reaction. (1) Given the reactants O[CH2:2][C:3]1[O:7][C:6]([CH:8]=[O:9])=[CH:5][CH:4]=1.[CH3:10][NH:11][CH2:12][CH2:13][NH:14][CH3:15], predict the reaction product. The product is: [CH3:10][N:11]1[CH2:12][CH2:13][N:14]([CH3:15])[CH:2]1[C:3]1[O:7][C:6]([CH2:8][OH:9])=[CH:5][CH:4]=1. (2) The product is: [Br:12][C:5]1[N:4]=[C:3]([C:9]([OH:11])=[O:10])[C:2]([Cl:1])=[CH:7][CH:6]=1. Given the reactants [Cl:1][C:2]1[C:3]([C:9]([OH:11])=[O:10])=[N:4][C:5](Cl)=[CH:6][CH:7]=1.[BrH:12], predict the reaction product. (3) Given the reactants [Cl:1][C:2]1[N:7]=[CH:6][C:5]([C:8]2[CH:9]=[CH:10][C:11]3[N:12]=[CH:13][N:14]=[C:15]([NH:18][CH:19]4[CH2:24][CH2:23][N:22](C(OC(C)(C)C)=O)[CH2:21][CH2:20]4)[C:16]=3[N:17]=2)=[CH:4][C:3]=1[NH:32][S:33]([C:36]1[CH:41]=[CH:40][C:39]([F:42])=[CH:38][C:37]=1[F:43])(=[O:35])=[O:34].Cl, predict the reaction product. The product is: [ClH:1].[Cl:1][C:2]1[C:3]([NH:32][S:33]([C:36]2[CH:41]=[CH:40][C:39]([F:42])=[CH:38][C:37]=2[F:43])(=[O:34])=[O:35])=[CH:4][C:5]([C:8]2[CH:9]=[CH:10][C:11]3[N:12]=[CH:13][N:14]=[C:15]([NH:18][CH:19]4[CH2:24][CH2:23][NH:22][CH2:21][CH2:20]4)[C:16]=3[N:17]=2)=[CH:6][N:7]=1. (4) Given the reactants C(O[C:4](=[O:10])[C:5]([O:7][CH2:8][CH3:9])=[O:6])C.[O-]CC.[Na+].[C:15]([C:18]1[CH:23]=[CH:22][C:21]([NH:24][C:25]([O:27][C:28]([CH3:31])([CH3:30])[CH3:29])=[O:26])=[CH:20][N:19]=1)(=[O:17])[CH3:16], predict the reaction product. The product is: [C:28]([O:27][C:25]([NH:24][C:21]1[CH:22]=[CH:23][C:18]([C:15](=[O:17])[CH2:16][C:4](=[O:10])[C:5]([O:7][CH2:8][CH3:9])=[O:6])=[N:19][CH:20]=1)=[O:26])([CH3:31])([CH3:29])[CH3:30]. (5) Given the reactants [NH2:1][C:2]1[C:3]([O:8][C:9]2[CH:10]=[N:11][CH:12]=[C:13]([CH:18]=2)[C:14]([O:16][CH3:17])=[O:15])=[N:4][CH:5]=[CH:6][CH:7]=1.[CH3:19][C:20]([O:23][C:24](O[C:24]([O:23][C:20]([CH3:22])([CH3:21])[CH3:19])=[O:25])=[O:25])([CH3:22])[CH3:21], predict the reaction product. The product is: [C:20]([O:23][C:24]([N:1]([C:24]([O:23][C:20]([CH3:22])([CH3:21])[CH3:19])=[O:25])[C:2]1[C:3]([O:8][C:9]2[CH:10]=[N:11][CH:12]=[C:13]([CH:18]=2)[C:14]([O:16][CH3:17])=[O:15])=[N:4][CH:5]=[CH:6][CH:7]=1)=[O:25])([CH3:22])([CH3:21])[CH3:19]. (6) The product is: [F:72][C:68]1[CH:67]=[C:66]2[C:71]([C:62]([N:53]3[C:51]4[C:50](=[CH:49][CH:48]=[C:47]([N:44]5[CH2:43][CH2:42][O:41][CH2:46][CH2:45]5)[CH:52]=4)[C:55]4([CH2:60][CH2:59][O:58][CH2:57][CH2:56]4)[CH2:54]3)=[C:63]([CH3:83])[C:64]([C:73]3[CH:78]=[CH:77][CH:76]=[C:75]([S:79]([CH3:82])(=[O:80])=[O:81])[CH:74]=3)=[N:65]2)=[CH:70][CH:69]=1. Given the reactants C1(P(C2CCCCC2)C2(C(C)C)CC(C(C)C)=CC(C(C)C)=C2C2C=CC=CC=2)CCCCC1.CC(C)([O-])C.[Na+].[O:41]1[CH2:46][CH2:45][N:44]([C:47]2[CH:52]=[C:51]3[NH:53][CH2:54][C:55]4([CH2:60][CH2:59][O:58][CH2:57][CH2:56]4)[C:50]3=[CH:49][CH:48]=2)[CH2:43][CH2:42]1.Cl[C:62]1[C:71]2[C:66](=[CH:67][C:68]([F:72])=[CH:69][CH:70]=2)[N:65]=[C:64]([C:73]2[CH:78]=[CH:77][CH:76]=[C:75]([S:79]([CH3:82])(=[O:81])=[O:80])[CH:74]=2)[C:63]=1[CH3:83], predict the reaction product. (7) Given the reactants Cl[C:2]1[N:7]=[CH:6][N:5]=[C:4]([NH:8][C:9]2[C:10]([CH3:16])=[N:11][N:12]([CH2:14][CH3:15])[CH:13]=2)[N:3]=1.[C:17]([C:19]1[CH:39]=[C:38](B2OC(C)(C)C(C)(C)O2)[CH:37]=[CH:36][C:20]=1[O:21][C@H:22]1[CH2:27][CH2:26][N:25]([C:28]([O:30][C:31]([CH3:34])([CH3:33])[CH3:32])=[O:29])[CH2:24][C@H:23]1[F:35])#[N:18].C(=O)([O-])[O-].[Na+].[Na+], predict the reaction product. The product is: [C:17]([C:19]1[CH:39]=[C:38]([C:2]2[N:3]=[C:4]([NH:8][C:9]3[C:10]([CH3:16])=[N:11][N:12]([CH2:14][CH3:15])[CH:13]=3)[N:5]=[CH:6][N:7]=2)[CH:37]=[CH:36][C:20]=1[O:21][C@H:22]1[CH2:27][CH2:26][N:25]([C:28]([O:30][C:31]([CH3:34])([CH3:33])[CH3:32])=[O:29])[CH2:24][C@H:23]1[F:35])#[N:18]. (8) Given the reactants C[O:2][C:3](=[O:11])[C:4]1[CH:9]=[CH:8][N:7]=[C:6](Br)[CH:5]=1.[CH2:12]([C:14]1[NH:15][CH:16]=[CH:17][N:18]=1)[CH3:13], predict the reaction product. The product is: [CH2:12]([C:14]1[N:15]([C:6]2[CH:5]=[C:4]([CH:9]=[CH:8][N:7]=2)[C:3]([OH:2])=[O:11])[CH:16]=[CH:17][N:18]=1)[CH3:13]. (9) Given the reactants C(OC([C:8]1[S:12][C:11]2[CH:13]=[C:14]([OH:18])[C:15]([OH:17])=[CH:16][C:10]=2[C:9]=1[OH:19])=O)CCC.[OH-].[Na+], predict the reaction product. The product is: [OH:19][C:9]1[C:10]2[CH:16]=[C:15]([OH:17])[C:14]([OH:18])=[CH:13][C:11]=2[S:12][CH:8]=1. (10) Given the reactants [CH3:1][O:2][C:3]1[CH:4]=[C:5](/[CH:15]=[CH:16]/[C:17](O)=O)[CH:6]=[CH:7][C:8]=1[N:9]1[CH:13]=[C:12]([CH3:14])[N:11]=[CH:10]1.[F:20][C:21]1[CH:22]=[C:23]([NH2:28])[C:24]([NH2:27])=[CH:25][CH:26]=1, predict the reaction product. The product is: [F:20][C:21]1[CH:26]=[CH:25][C:24]2[N:27]=[C:17](/[CH:16]=[CH:15]/[C:5]3[CH:6]=[CH:7][C:8]([N:9]4[CH:13]=[C:12]([CH3:14])[N:11]=[CH:10]4)=[C:3]([O:2][CH3:1])[CH:4]=3)[NH:28][C:23]=2[CH:22]=1.